Dataset: Kir2.1 potassium channel HTS with 301,493 compounds. Task: Binary Classification. Given a drug SMILES string, predict its activity (active/inactive) in a high-throughput screening assay against a specified biological target. (1) The drug is s1c2c(CCN(C2)C(OCC)=O)c2c1n(c(=O)n(c2=O)Cc1ccccc1)CC(=O)NCCOC. The result is 0 (inactive). (2) The result is 0 (inactive). The compound is Clc1cc(N2C(=O)C(n3nc(cc3C)C)CC2=O)cc(Cl)c1.